This data is from Reaction yield outcomes from USPTO patents with 853,638 reactions. The task is: Predict the reaction yield, written as a fraction of the theoretical maximum amount of product (1.0 means a 100% yield; for example, 0.34 means a 34% yield). (1) The reactants are [Cl:1][C:2]1[C:3]2[CH2:31][NH:30][C:29](=[O:32])[C:4]=2[C:5]([C:23]2[CH:24]=[N:25][N:26]([CH3:28])[CH:27]=2)=[N:6][C:7]=1[NH:8][C@@H:9]1[CH2:14][CH2:13][CH2:12][CH2:11][C@@H:10]1[NH:15]C(=O)OC(C)(C)C.Cl. The catalyst is CC(O)=O. The product is [NH2:15][C@H:10]1[CH2:11][CH2:12][CH2:13][CH2:14][C@H:9]1[NH:8][C:7]1[N:6]=[C:5]([C:23]2[CH:24]=[N:25][N:26]([CH3:28])[CH:27]=2)[C:4]2[C:29](=[O:32])[NH:30][CH2:31][C:3]=2[C:2]=1[Cl:1]. The yield is 0.639. (2) The catalyst is C(O)C. The product is [N+:12]([CH2:15][C:7]1([OH:10])[CH2:6][CH2:5][C:4]2([O:3][CH2:2][CH2:1][O:11]2)[CH2:9][CH2:8]1)([O-:14])=[O:13]. The reactants are [CH2:1]1[O:11][C:4]2([CH2:9][CH2:8][C:7](=[O:10])[CH2:6][CH2:5]2)[O:3][CH2:2]1.[N+:12]([CH3:15])([O-:14])=[O:13].[O-]CC.[Na+]. The yield is 0.400. (3) The catalyst is ClCCl. The yield is 0.970. The reactants are CS(C)=O.FC(F)(F)C(OC(=O)C(F)(F)F)=O.[OH:18][C@@H:19]([C@:24]1([CH2:63][CH:64]=[CH2:65])[O:53][C@H:52]([CH2:54][O:55][CH2:56][C:57]2[CH:62]=[CH:61][CH:60]=[CH:59][CH:58]=2)[C@@H:43]([O:44][CH2:45][C:46]2[CH:51]=[CH:50][CH:49]=[CH:48][CH:47]=2)[C@H:34]([O:35][CH2:36][C:37]2[CH:42]=[CH:41][CH:40]=[CH:39][CH:38]=2)[C@H:25]1[O:26][CH2:27][C:28]1[CH:33]=[CH:32][CH:31]=[CH:30][CH:29]=1)[C:20]([O:22][CH3:23])=[O:21].C(N(CC)CC)C. The product is [O:18]=[C:19]([C@:24]1([CH2:63][CH:64]=[CH2:65])[O:53][C@H:52]([CH2:54][O:55][CH2:56][C:57]2[CH:58]=[CH:59][CH:60]=[CH:61][CH:62]=2)[C@@H:43]([O:44][CH2:45][C:46]2[CH:47]=[CH:48][CH:49]=[CH:50][CH:51]=2)[C@H:34]([O:35][CH2:36][C:37]2[CH:42]=[CH:41][CH:40]=[CH:39][CH:38]=2)[C@H:25]1[O:26][CH2:27][C:28]1[CH:33]=[CH:32][CH:31]=[CH:30][CH:29]=1)[C:20]([O:22][CH3:23])=[O:21].